Dataset: NCI-60 drug combinations with 297,098 pairs across 59 cell lines. Task: Regression. Given two drug SMILES strings and cell line genomic features, predict the synergy score measuring deviation from expected non-interaction effect. Drug 1: CS(=O)(=O)C1=CC(=C(C=C1)C(=O)NC2=CC(=C(C=C2)Cl)C3=CC=CC=N3)Cl. Drug 2: CC=C1C(=O)NC(C(=O)OC2CC(=O)NC(C(=O)NC(CSSCCC=C2)C(=O)N1)C(C)C)C(C)C. Cell line: COLO 205. Synergy scores: CSS=49.1, Synergy_ZIP=1.70, Synergy_Bliss=-4.10, Synergy_Loewe=-71.4, Synergy_HSA=-8.84.